Task: Predict the reactants needed to synthesize the given product.. Dataset: Full USPTO retrosynthesis dataset with 1.9M reactions from patents (1976-2016) Given the product [Cl:1][C:2]1[CH:7]=[CH:6][CH:5]=[C:4]([O:8][CH3:9])[C:3]=1[CH2:10][C:11]1[NH:15][CH2:14][CH2:13][N:12]=1, predict the reactants needed to synthesize it. The reactants are: [Cl:1][C:2]1[CH:7]=[CH:6][CH:5]=[C:4]([O:8][CH3:9])[C:3]=1[CH2:10][C:11]#[N:12].[CH2:13](N)[CH2:14][NH2:15].